This data is from Full USPTO retrosynthesis dataset with 1.9M reactions from patents (1976-2016). The task is: Predict the reactants needed to synthesize the given product. (1) The reactants are: C([O:4][C:5]1[CH:10]=[CH:9][C:8]([N:11]2[CH2:16][CH2:15][N:14]([CH3:17])[CH2:13][CH2:12]2)=[CH:7][C:6]=1[Br:18])(=O)C.[OH-].[Na+].C(O)(=O)C. Given the product [Br:18][C:6]1[CH:7]=[C:8]([N:11]2[CH2:16][CH2:15][N:14]([CH3:17])[CH2:13][CH2:12]2)[CH:9]=[CH:10][C:5]=1[OH:4], predict the reactants needed to synthesize it. (2) Given the product [OH:15][CH:16]1[CH2:21][CH2:20][N:19]([C:7]2[N:8]=[CH:9][C:10]([C:13]#[N:14])=[CH:11][CH:12]=2)[CH2:18][CH2:17]1, predict the reactants needed to synthesize it. The reactants are: CN(C)C=O.Cl[C:7]1[CH:12]=[CH:11][C:10]([C:13]#[N:14])=[CH:9][N:8]=1.[OH:15][CH:16]1[CH2:21][CH2:20][NH:19][CH2:18][CH2:17]1.C(=O)([O-])[O-].[K+].[K+].